Dataset: Catalyst prediction with 721,799 reactions and 888 catalyst types from USPTO. Task: Predict which catalyst facilitates the given reaction. (1) Reactant: [N+:1](=[CH2:3])=[N-:2].[F:4][C:5]([F:14])([F:13])[C:6]#[C:7][C:8]([O:10]CC)=[O:9].Cl.O1CCOC[CH2:17]1. Product: [CH3:3][N:1]1[C:7]([C:8]([OH:10])=[O:9])=[C:6]([C:5]([F:14])([F:13])[F:4])[CH:17]=[N:2]1. The catalyst class is: 33. (2) Product: [Br:1][C:2]1[CH:3]=[CH:4][C:5]([N:9]2[CH2:15][CH2:14][CH2:13][NH:12][CH2:11][CH2:10]2)=[N:6][CH:7]=1. Reactant: [Br:1][C:2]1[CH:3]=[CH:4][C:5](F)=[N:6][CH:7]=1.[NH:9]1[CH2:15][CH2:14][CH2:13][NH:12][CH2:11][CH2:10]1. The catalyst class is: 23.